This data is from NCI-60 drug combinations with 297,098 pairs across 59 cell lines. The task is: Regression. Given two drug SMILES strings and cell line genomic features, predict the synergy score measuring deviation from expected non-interaction effect. (1) Drug 1: COC1=NC(=NC2=C1N=CN2C3C(C(C(O3)CO)O)O)N. Drug 2: CN(CCCl)CCCl.Cl. Cell line: DU-145. Synergy scores: CSS=42.9, Synergy_ZIP=-0.640, Synergy_Bliss=-4.78, Synergy_Loewe=-36.9, Synergy_HSA=-4.51. (2) Drug 1: CC12CCC(CC1=CCC3C2CCC4(C3CC=C4C5=CN=CC=C5)C)O. Drug 2: C(CC(=O)O)C(=O)CN.Cl. Cell line: MDA-MB-231. Synergy scores: CSS=5.89, Synergy_ZIP=-3.81, Synergy_Bliss=-4.47, Synergy_Loewe=-3.08, Synergy_HSA=-3.05. (3) Drug 1: CC12CCC3C(C1CCC2=O)CC(=C)C4=CC(=O)C=CC34C. Drug 2: C1=CC(=CC=C1C#N)C(C2=CC=C(C=C2)C#N)N3C=NC=N3. Cell line: DU-145. Synergy scores: CSS=54.7, Synergy_ZIP=0.226, Synergy_Bliss=1.35, Synergy_Loewe=2.60, Synergy_HSA=1.95. (4) Drug 1: C1CC(=O)NC(=O)C1N2CC3=C(C2=O)C=CC=C3N. Drug 2: CN1C2=C(C=C(C=C2)N(CCCl)CCCl)N=C1CCCC(=O)O.Cl. Cell line: OVCAR-5. Synergy scores: CSS=4.16, Synergy_ZIP=-1.11, Synergy_Bliss=2.42, Synergy_Loewe=1.89, Synergy_HSA=2.25. (5) Drug 1: CC1=C(N=C(N=C1N)C(CC(=O)N)NCC(C(=O)N)N)C(=O)NC(C(C2=CN=CN2)OC3C(C(C(C(O3)CO)O)O)OC4C(C(C(C(O4)CO)O)OC(=O)N)O)C(=O)NC(C)C(C(C)C(=O)NC(C(C)O)C(=O)NCCC5=NC(=CS5)C6=NC(=CS6)C(=O)NCCC[S+](C)C)O. Drug 2: CC1C(C(CC(O1)OC2CC(CC3=C2C(=C4C(=C3O)C(=O)C5=CC=CC=C5C4=O)O)(C(=O)C)O)N)O. Cell line: U251. Synergy scores: CSS=46.8, Synergy_ZIP=-11.8, Synergy_Bliss=-17.4, Synergy_Loewe=-10.9, Synergy_HSA=-9.58. (6) Drug 1: C1CCC(C1)C(CC#N)N2C=C(C=N2)C3=C4C=CNC4=NC=N3. Drug 2: CC12CCC3C(C1CCC2=O)CC(=C)C4=CC(=O)C=CC34C. Cell line: SF-539. Synergy scores: CSS=18.1, Synergy_ZIP=-2.01, Synergy_Bliss=-4.25, Synergy_Loewe=-4.30, Synergy_HSA=-2.81. (7) Drug 1: C1=NC2=C(N1)C(=S)N=CN2. Drug 2: CC1=C(C=C(C=C1)C(=O)NC2=CC(=CC(=C2)C(F)(F)F)N3C=C(N=C3)C)NC4=NC=CC(=N4)C5=CN=CC=C5. Cell line: NCI/ADR-RES. Synergy scores: CSS=11.7, Synergy_ZIP=-4.25, Synergy_Bliss=-4.35, Synergy_Loewe=-4.61, Synergy_HSA=-3.82.